This data is from TCR-epitope binding with 47,182 pairs between 192 epitopes and 23,139 TCRs. The task is: Binary Classification. Given a T-cell receptor sequence (or CDR3 region) and an epitope sequence, predict whether binding occurs between them. (1) The epitope is KAYNVTQAF. The TCR CDR3 sequence is CAGRTGGGNSPLHF. Result: 1 (the TCR binds to the epitope). (2) The epitope is FLPRVFSAV. The TCR CDR3 sequence is CASRGRDSLQETQYF. Result: 0 (the TCR does not bind to the epitope). (3) The epitope is YEGNSPFHPL. The TCR CDR3 sequence is CASSEVGVMNTEAFF. Result: 0 (the TCR does not bind to the epitope). (4) The epitope is ILKEPVHGV. The TCR CDR3 sequence is CASSLYPGVTEAFF. Result: 0 (the TCR does not bind to the epitope). (5) The epitope is YIFFASFYY. The TCR CDR3 sequence is CASSQGSPGQFF. Result: 1 (the TCR binds to the epitope). (6) The TCR CDR3 sequence is CASSLDAGGSYNEQFF. The epitope is KLPDDFTGCV. Result: 1 (the TCR binds to the epitope). (7) The epitope is TPQDLNTML. The TCR CDR3 sequence is CASSLVGITNEKLFF. Result: 0 (the TCR does not bind to the epitope).